From a dataset of Catalyst prediction with 721,799 reactions and 888 catalyst types from USPTO. Predict which catalyst facilitates the given reaction. (1) Reactant: [C:1](C1NC=CN=1)(C1NC=CN=1)=[O:2].[Cl:13][C:14]1[S:41][C:17]2[NH:18][C:19]([C:21]([NH:23][CH:24]3[CH2:33][C:32]4[C:27](=[CH:28][CH:29]=[CH:30][CH:31]=4)[N:26]([CH2:34][CH:35]([CH2:38][OH:39])[CH2:36][OH:37])[C:25]3=[O:40])=[O:22])=[CH:20][C:16]=2[CH:15]=1. Product: [Cl:13][C:14]1[S:41][C:17]2[NH:18][C:19]([C:21]([NH:23][CH:24]3[CH2:33][C:32]4[C:27](=[CH:28][CH:29]=[CH:30][CH:31]=4)[N:26]([CH2:34][CH:35]4[CH2:38][O:39][C:1](=[O:2])[O:37][CH2:36]4)[C:25]3=[O:40])=[O:22])=[CH:20][C:16]=2[CH:15]=1. The catalyst class is: 142. (2) Reactant: Cl.C(OC([N:9]1[CH2:14][CH2:13][N:12]([CH2:15][C:16]2[CH:21]=[CH:20][C:19]([C:22]3[CH:27]=[CH:26][CH:25]=[C:24]([N:28]4[C:33]5[N:34]=[CH:35][C:36]([F:38])=[CH:37][C:32]=5[C:31](=[O:39])[N:30]([C@H:40]5[CH2:45][CH2:44][C@@H:43]([NH:46][C:47]([C:49]6[N:50]=[C:51]7[CH:56]=[CH:55][C:54]([F:57])=[CH:53][N:52]7[CH:58]=6)=[O:48])[CH2:42][CH2:41]5)[C:29]4=[O:59])[CH:23]=3)=[C:18]([OH:60])[CH:17]=2)[CH2:11][CH2:10]1)=O)(C)(C)C. Product: [F:57][C:54]1[CH:55]=[CH:56][C:51]2[N:52]([CH:58]=[C:49]([C:47]([NH:46][C@H:43]3[CH2:42][CH2:41][C@@H:40]([N:30]4[C:31](=[O:39])[C:32]5[CH:37]=[C:36]([F:38])[CH:35]=[N:34][C:33]=5[N:28]([C:24]5[CH:23]=[C:22]([C:19]6[CH:20]=[CH:21][C:16]([CH2:15][N:12]7[CH2:13][CH2:14][NH:9][CH2:10][CH2:11]7)=[CH:17][C:18]=6[OH:60])[CH:27]=[CH:26][CH:25]=5)[C:29]4=[O:59])[CH2:45][CH2:44]3)=[O:48])[N:50]=2)[CH:53]=1. The catalyst class is: 12. (3) Reactant: [F:1][C:2]([F:33])([F:32])[C:3]([C@H:16]1[CH2:21][CH2:20][C@H:19]([NH:22][S:23]([C:26]2[CH:31]=[CH:30][CH:29]=[CH:28][CH:27]=2)(=[O:25])=[O:24])[CH2:18][CH2:17]1)([O:8][Si](CC)(CC)CC)[C:4]([F:7])([F:6])[F:5].[Li][CH2:35][CH2:36][CH2:37][CH3:38].BrCC1CC1.CCCC[N+](CCCC)(CCCC)CCCC.[F-]. Product: [CH:37]1([CH2:38][N:22]([C@H:19]2[CH2:20][CH2:21][C@H:16]([C:3]([OH:8])([C:2]([F:33])([F:1])[F:32])[C:4]([F:7])([F:6])[F:5])[CH2:17][CH2:18]2)[S:23]([C:26]2[CH:31]=[CH:30][CH:29]=[CH:28][CH:27]=2)(=[O:24])=[O:25])[CH2:35][CH2:36]1. The catalyst class is: 134. (4) Reactant: [F:1][C:2]([F:20])([F:19])[C:3]1[CH:8]=[CH:7][C:6]([CH:9]2[C:18]3[C:13](=[CH:14][CH:15]=[CH:16][CH:17]=3)[CH2:12][CH2:11][NH:10]2)=[CH:5][CH:4]=1.CCN(C(C)C)C(C)C.[F:30][C:31]1[CH:36]=[CH:35][C:34]([N:37]=[C:38]=[O:39])=[CH:33][CH:32]=1. Product: [F:30][C:31]1[CH:36]=[CH:35][C:34]([NH:37][C:38]([N:10]2[CH2:11][CH2:12][C:13]3[C:18](=[CH:17][CH:16]=[CH:15][CH:14]=3)[CH:9]2[C:6]2[CH:5]=[CH:4][C:3]([C:2]([F:1])([F:19])[F:20])=[CH:8][CH:7]=2)=[O:39])=[CH:33][CH:32]=1. The catalyst class is: 2. (5) Reactant: [OH:1][CH2:2][CH2:3][N:4]([CH2:17][C:18]([F:21])([F:20])[F:19])[C:5]1[CH:12]=[CH:11][C:8]([C:9]#[N:10])=[C:7]([C:13]([F:16])([F:15])[F:14])[CH:6]=1.CCN(CC)CC.[CH3:29][S:30](Cl)(=[O:32])=[O:31]. Product: [CH3:29][S:30]([O:1][CH2:2][CH2:3][N:4]([C:5]1[CH:12]=[CH:11][C:8]([C:9]#[N:10])=[C:7]([C:13]([F:15])([F:16])[F:14])[CH:6]=1)[CH2:17][C:18]([F:19])([F:20])[F:21])(=[O:32])=[O:31]. The catalyst class is: 2. (6) Reactant: BrC1SC2C(O)=CC(C)=CC=2N=1.C(N(CC)CC)C.[Cl-:20].C(OCC)(=O)C=O.Br[C:29]1[S:30][C:31]2[C:37]([OH:38])=[C:36]([CH:39]([OH:45])[C:40]([O:42][CH2:43][CH3:44])=[O:41])[C:35]([CH3:46])=[CH:34][C:32]=2[N:33]=1. Product: [Cl:20][C:29]1[S:30][C:31]2[C:37]([OH:38])=[C:36]([CH:39]([OH:45])[C:40]([O:42][CH2:43][CH3:44])=[O:41])[C:35]([CH3:46])=[CH:34][C:32]=2[N:33]=1. The catalyst class is: 4. (7) The catalyst class is: 3. Product: [Br-:22].[Br:22][CH2:23][CH2:24][CH2:25][P+:26]([C:39]1[CH:44]=[CH:43][CH:42]=[CH:41][CH:40]=1)([C:27]1[CH:28]=[CH:29][CH:30]=[CH:31][CH:32]=1)[C:33]1[CH:38]=[CH:37][CH:36]=[CH:35][CH:34]=1. Reactant: C1C2C(=CC=C3C=2C=CN=C3)C=NC=1.F[P-](F)(F)(F)(F)F.[Br:22][CH2:23][CH2:24][CH2:25][P+:26]([C:39]1[CH:44]=[CH:43][CH:42]=[CH:41][CH:40]=1)([C:33]1[CH:38]=[CH:37][CH:36]=[CH:35][CH:34]=1)[C:27]1[CH:32]=[CH:31][CH:30]=[CH:29][CH:28]=1. (8) Reactant: F[B-](F)(F)F.[O:6]=[N+:7]=[O:8].[CH3:9][C:10]([C:19]1[S:20][CH:21]=[C:22]([CH3:24])[CH:23]=1)([CH3:18])[C:11]([N:13]1[CH2:17][CH2:16][CH2:15][CH2:14]1)=[O:12].O. Product: [CH3:18][C:10]([C:19]1[S:20][C:21]([N+:7]([O-:8])=[O:6])=[C:22]([CH3:24])[CH:23]=1)([CH3:9])[C:11]([N:13]1[CH2:17][CH2:16][CH2:15][CH2:14]1)=[O:12]. The catalyst class is: 216.